From a dataset of Forward reaction prediction with 1.9M reactions from USPTO patents (1976-2016). Predict the product of the given reaction. (1) Given the reactants [N:1]1[C:6]2=[CH:7][S:8][CH:9]=[C:5]2[C:4]([OH:10])=[N:3][CH:2]=1.C(O)(=O)C.C(Cl)(Cl)Cl.[Br:19]N1C(=O)CCC1=O, predict the reaction product. The product is: [Br:19][C:7]1[S:8][CH:9]=[C:5]2[C:4]([OH:10])=[N:3][CH:2]=[N:1][C:6]=12. (2) Given the reactants [CH3:1][C:2]1[N:3]=[C:4]([NH:12][C:13](=[O:15])[CH3:14])[S:5][C:6]=1[C:7]1[CH:8]=[N:9][NH:10][CH:11]=1.C(N1C=C(C2SC(NC(=O)C)=NC=2C)C=N1)C1C=CC=CC=1.N12CCCN=C1CCCCC2.[CH3:49][N:50]1[CH2:55][CH2:54][N:53]([C:56](Cl)=[O:57])[CH2:52][CH2:51]1, predict the reaction product. The product is: [CH3:1][C:2]1[N:3]=[C:4]([NH:12][C:13](=[O:15])[CH3:14])[S:5][C:6]=1[C:7]1[CH:11]=[N:10][N:9]([C:56]([N:53]2[CH2:54][CH2:55][N:50]([CH3:49])[CH2:51][CH2:52]2)=[O:57])[CH:8]=1. (3) Given the reactants [N:1]1([CH2:10]/[C:11](=[N:22]\[NH:23][S:24](C2C=CC(C)=CC=2)(=O)=O)/[C:12]2[C:21]3[C:16](=[CH:17][CH:18]=[CH:19][CH:20]=3)[CH:15]=[CH:14][CH:13]=2)[C:5]2[CH:6]=[CH:7][CH:8]=[CH:9][C:4]=2[N:3]=[N:2]1.O=S(Cl)Cl, predict the reaction product. The product is: [N:1]1([C:10]2[S:24][N:23]=[N:22][C:11]=2[C:12]2[C:21]3[C:16](=[CH:17][CH:18]=[CH:19][CH:20]=3)[CH:15]=[CH:14][CH:13]=2)[C:5]2[CH:6]=[CH:7][CH:8]=[CH:9][C:4]=2[N:3]=[N:2]1. (4) The product is: [C:20]([C:19]1[CH:22]=[CH:23][C:16]([CH2:15][NH:14][C:27](=[O:26])[CH:12]([O:13][CH3:24])[C:9]2[CH:10]=[CH:11][C:5]3[O:4][CH2:3][C:2](=[O:1])[NH:7][C:6]=3[CH:8]=2)=[CH:17][CH:18]=1)#[N:21]. Given the reactants [O:1]=[C:2]1[NH:7][C:6]2[CH:8]=[C:9]([CH:12]=[O:13])[CH:10]=[CH:11][C:5]=2[O:4][CH2:3]1.[NH2:14][CH2:15][C:16]1[CH:23]=[CH:22][C:19]([C:20]#[N:21])=[CH:18][CH:17]=1.[CH3:24]O.[O:26]1CCOC[CH2:27]1, predict the reaction product. (5) Given the reactants [OH-].[Na+].C[O:4][C:5](=[O:27])[CH2:6][N:7]1[CH:11]=[C:10]([C:12]2[CH:17]=[CH:16][C:15]([F:18])=[C:14]([CH3:19])[CH:13]=2)[N:9]=[C:8]1[C:20]1[CH:25]=[CH:24][C:23]([F:26])=[CH:22][CH:21]=1, predict the reaction product. The product is: [F:18][C:15]1[CH:16]=[CH:17][C:12]([C:10]2[N:9]=[C:8]([C:20]3[CH:25]=[CH:24][C:23]([F:26])=[CH:22][CH:21]=3)[N:7]([CH2:6][C:5]([OH:27])=[O:4])[CH:11]=2)=[CH:13][C:14]=1[CH3:19]. (6) Given the reactants [CH2:1]([C:3]1([O:35][C:36](=[O:45])[O:37][CH2:38][C:39]2[CH:44]=[CH:43][CH:42]=[CH:41][CH:40]=2)[C:8]2[CH:9]=[C:10]3[N:18]([C:19](=[O:20])[C:7]=2[CH2:6][O:5][C:4]1=[O:34])[CH2:17][C:16]1[C:15]([CH2:21][CH2:22][Si:23]([CH2:26][CH2:27][CH2:28][OH:29])([CH3:25])[CH3:24])=[C:14]2[CH:30]=[CH:31][CH:32]=[CH:33][C:13]2=[N:12][C:11]3=1)[CH3:2].[S:46]1[CH:50]=[CH:49][CH:48]=[C:47]1[C:51](Cl)=[O:52], predict the reaction product. The product is: [CH2:38]([O:37][C:36]([O:35][C:3]1([CH2:1][CH3:2])[C:8]2[CH:9]=[C:10]3[N:18]([C:19](=[O:20])[C:7]=2[CH2:6][O:5][C:4]1=[O:34])[CH2:17][C:16]1[C:15]([CH2:21][CH2:22][Si:23]([CH3:25])([CH3:24])[CH2:26][CH2:27][CH2:28][O:29][C:51]([C:47]2[S:46][CH:50]=[CH:49][CH:48]=2)=[O:52])=[C:14]2[CH:30]=[CH:31][CH:32]=[CH:33][C:13]2=[N:12][C:11]3=1)=[O:45])[C:39]1[CH:40]=[CH:41][CH:42]=[CH:43][CH:44]=1.